Dataset: Reaction yield outcomes from USPTO patents with 853,638 reactions. Task: Predict the reaction yield, written as a fraction of the theoretical maximum amount of product (1.0 means a 100% yield; for example, 0.34 means a 34% yield). The reactants are [C:1]([C:4]1[C:9]2[CH:10]=[CH:11][CH:12]=[C:13]([F:14])[C:8]=2[C:7](=[O:15])[O:6][C:5]=1[NH:16][C@@H:17]([CH:25]1[CH2:27][CH2:26]1)[C:18]1[CH:23]=[CH:22][CH:21]=[C:20]([F:24])[CH:19]=1)(=[O:3])[CH3:2].[OH-:28].[Na+]. The catalyst is O1CCCC1.CO. The product is [CH:25]1([C@H:17]([NH:16][C:5]([CH:4]([C:9]2[CH:10]=[CH:11][CH:12]=[C:13]([F:14])[C:8]=2[C:7]([OH:6])=[O:15])[C:1](=[O:3])[CH3:2])=[O:28])[C:18]2[CH:23]=[CH:22][CH:21]=[C:20]([F:24])[CH:19]=2)[CH2:27][CH2:26]1. The yield is 0.977.